Dataset: Full USPTO retrosynthesis dataset with 1.9M reactions from patents (1976-2016). Task: Predict the reactants needed to synthesize the given product. (1) Given the product [CH2:9]([O:11][CH:12]([O:15][CH2:16][CH3:17])[CH2:13][O:5][CH2:4][CH2:3][CH2:2][CH2:1][OH:6])[CH3:10], predict the reactants needed to synthesize it. The reactants are: [CH2:1]([OH:6])[CH2:2][CH2:3][CH2:4][OH:5].[H-].[Na+].[CH2:9]([O:11][CH:12]([O:15][CH2:16][CH3:17])[CH2:13]Br)[CH3:10]. (2) The reactants are: [CH3:1][O:2][C:3]([C:5]1[C:6]([OH:30])=[C:7]2[C:12](=[C:13](Br)[N:14]=1)[N:11]([CH2:16][C:17]1[CH:22]=[CH:21][CH:20]=[CH:19][CH:18]=1)[C:10](=[O:23])[C:9]([C:24]1[CH:29]=[CH:28][CH:27]=[CH:26][CH:25]=1)=[CH:8]2)=[O:4].[CH3:31][O:32][C:33]1[CH:34]=[N:35][CH:36]=[C:37]([Sn](CCCC)(CCCC)CCCC)[CH:38]=1.CCOC(C)=O.Cl. Given the product [CH3:1][O:2][C:3]([C:5]1[C:6]([OH:30])=[C:7]2[C:12](=[C:13]([C:37]3[CH:36]=[N:35][CH:34]=[C:33]([O:32][CH3:31])[CH:38]=3)[N:14]=1)[N:11]([CH2:16][C:17]1[CH:22]=[CH:21][CH:20]=[CH:19][CH:18]=1)[C:10](=[O:23])[C:9]([C:24]1[CH:29]=[CH:28][CH:27]=[CH:26][CH:25]=1)=[CH:8]2)=[O:4], predict the reactants needed to synthesize it. (3) Given the product [CH2:1]([O:8][C:9]1[CH:14]=[CH:13][N:12]([C:15]2[CH:16]=[CH:17][C:18]3[C:19]4[CH2:28][N:27]([C:38](=[O:39])[CH2:37][CH2:36][N:31]5[CH2:35][CH2:34][CH2:33][CH2:32]5)[CH2:26][CH2:25][C:20]=4[N:21]([CH3:24])[C:22]=3[CH:23]=2)[C:11](=[O:29])[CH:10]=1)[C:2]1[CH:3]=[CH:4][CH:5]=[CH:6][CH:7]=1, predict the reactants needed to synthesize it. The reactants are: [CH2:1]([O:8][C:9]1[CH:14]=[CH:13][N:12]([C:15]2[CH:16]=[CH:17][C:18]3[C:19]4[CH2:28][NH:27][CH2:26][CH2:25][C:20]=4[N:21]([CH3:24])[C:22]=3[CH:23]=2)[C:11](=[O:29])[CH:10]=1)[C:2]1[CH:7]=[CH:6][CH:5]=[CH:4][CH:3]=1.Cl.[N:31]1([CH2:36][CH2:37][C:38](O)=[O:39])[CH2:35][CH2:34][CH2:33][CH2:32]1.CCN(CC)CC. (4) Given the product [CH3:3][O:2][P:1]([C:17]([P:1]([O:2][CH3:3])([O:4][CH3:5])=[O:6])([OH:18])[C:16]1[CH:20]=[CH:21][CH:22]=[CH:23][C:15]=1[N+:12]([O-:14])=[O:13])(=[O:4])[O:11][CH3:8], predict the reactants needed to synthesize it. The reactants are: [P:1]([O:6]C)([O:4][CH3:5])[O:2][CH3:3].[C:8]([OH:11])(=O)C.[N+:12]([C:15]1[CH:23]=[CH:22][CH:21]=[CH:20][C:16]=1[C:17](Cl)=[O:18])([O-:14])=[O:13]. (5) Given the product [CH3:20][C:10]1([CH2:11][CH2:12][C:13]([O:15][C:16]([CH3:19])([CH3:18])[CH3:17])=[O:14])[CH2:2][O:9]1, predict the reactants needed to synthesize it. The reactants are: [I-].[CH3:2][S+](C)(C)=O.[H-].[Na+].[O:9]=[C:10]([CH3:20])[CH2:11][CH2:12][C:13]([O:15][C:16]([CH3:19])([CH3:18])[CH3:17])=[O:14]. (6) Given the product [C:1]([C:4]1[C:22](=[O:23])[C@@:8]2([CH3:24])[C:9]3[C:15]([OH:16])=[CH:14][C:13]([O:17][CH3:18])=[C:12]([C:19]([NH:21][CH2:41][C:34]4[C:35]5[C:40](=[CH:39][CH:38]=[CH:37][CH:36]=5)[C:31]([O:30][CH2:29][C:28]5[CH:43]=[CH:44][C:45]([F:47])=[CH:46][C:27]=5[Cl:26])=[CH:32][CH:33]=4)=[O:20])[C:10]=3[O:11][C:7]2=[CH:6][C:5]=1[OH:25])(=[O:3])[CH3:2], predict the reactants needed to synthesize it. The reactants are: [C:1]([C:4]1[C:22](=[O:23])[C@@:8]2([CH3:24])[C:9]3[C:15]([OH:16])=[CH:14][C:13]([O:17][CH3:18])=[C:12]([C:19]([NH2:21])=[O:20])[C:10]=3[O:11][C:7]2=[CH:6][C:5]=1[OH:25])(=[O:3])[CH3:2].[Cl:26][C:27]1[CH:46]=[C:45]([F:47])[CH:44]=[CH:43][C:28]=1[CH2:29][O:30][C:31]1[C:40]2[C:35](=[CH:36][CH:37]=[CH:38][CH:39]=2)[C:34]([CH:41]=O)=[CH:33][CH:32]=1.C([SiH](CC)CC)C.FC(F)(F)C(O)=O. (7) Given the product [O:16]1[CH2:21][CH2:20][CH:19]([CH2:22][NH:23][C:2]2[CH:7]=[CH:6][C:5]([S:8]([NH2:11])(=[O:10])=[O:9])=[CH:4][C:3]=2[C:12]([F:15])([F:14])[F:13])[CH2:18][CH2:17]1, predict the reactants needed to synthesize it. The reactants are: F[C:2]1[CH:7]=[CH:6][C:5]([S:8]([NH2:11])(=[O:10])=[O:9])=[CH:4][C:3]=1[C:12]([F:15])([F:14])[F:13].[O:16]1[CH2:21][CH2:20][CH:19]([CH2:22][NH2:23])[CH2:18][CH2:17]1.C(N(CC)C(C)C)(C)C. (8) Given the product [C:1]([C:5]1[N:10]=[CH:9][C:8]([C:11]2[N:12]([C:32]([N:34]3[CH2:35][CH2:36][CH:37]([CH2:40][C:41]([NH:56][C@@H:54]([C:51]4[CH:52]=[CH:53][C:48]([F:47])=[CH:49][CH:50]=4)[CH3:55])=[O:43])[CH2:38][CH2:39]3)=[O:33])[C@@:13]([C:25]3[CH:30]=[CH:29][C:28]([Cl:31])=[CH:27][CH:26]=3)([CH3:24])[C@@:14]([C:17]3[CH:22]=[CH:21][C:20]([Cl:23])=[CH:19][CH:18]=3)([CH3:16])[N:15]=2)=[C:7]([O:44][CH2:45][CH3:46])[CH:6]=1)([CH3:4])([CH3:2])[CH3:3], predict the reactants needed to synthesize it. The reactants are: [C:1]([C:5]1[N:10]=[CH:9][C:8]([C:11]2[N:12]([C:32]([N:34]3[CH2:39][CH2:38][CH:37]([CH2:40][C:41]([OH:43])=O)[CH2:36][CH2:35]3)=[O:33])[C@@:13]([C:25]3[CH:30]=[CH:29][C:28]([Cl:31])=[CH:27][CH:26]=3)([CH3:24])[C@@:14]([C:17]3[CH:22]=[CH:21][C:20]([Cl:23])=[CH:19][CH:18]=3)([CH3:16])[N:15]=2)=[C:7]([O:44][CH2:45][CH3:46])[CH:6]=1)([CH3:4])([CH3:3])[CH3:2].[F:47][C:48]1[CH:53]=[CH:52][C:51]([C@H:54]([NH2:56])[CH3:55])=[CH:50][CH:49]=1.